Dataset: Full USPTO retrosynthesis dataset with 1.9M reactions from patents (1976-2016). Task: Predict the reactants needed to synthesize the given product. (1) Given the product [Br:2][C:8]1[C:9]2[C:10](=[CH:11][CH:12]=[N:13][CH:14]=2)[N:5]=[CH:6][CH:7]=1, predict the reactants needed to synthesize it. The reactants are: P(Br)(Br)[Br:2].[NH:5]1[C:14]2[C:9](=[CH:10][CH:11]=[CH:12][N:13]=2)[CH:8]=[CH:7][C:6]1=O.C(=O)(O)[O-].[Na+]. (2) Given the product [C:45]([O:14]/[C:13](/[C:15]1[CH:20]=[CH:19][C:18]([O:21][CH2:22][C:23]2[CH:32]=[CH:31][C:30]3[C:25](=[CH:26][CH:27]=[C:28]([F:33])[CH:29]=3)[N:24]=2)=[CH:17][C:16]=1[CH:34]([C:39]1[CH:40]=[CH:41][CH:42]=[CH:43][CH:44]=1)[C:35]([CH3:38])([CH3:37])[CH3:36])=[CH:12]\[N:9]=[N+:10]=[N-:11])(=[O:47])[CH3:46], predict the reactants needed to synthesize it. The reactants are: C([N-]C(C)C)(C)C.[Li+].[N:9]([CH2:12][C:13]([C:15]1[CH:20]=[CH:19][C:18]([O:21][CH2:22][C:23]2[CH:32]=[CH:31][C:30]3[C:25](=[CH:26][CH:27]=[C:28]([F:33])[CH:29]=3)[N:24]=2)=[CH:17][C:16]=1[CH:34]([C:39]1[CH:44]=[CH:43][CH:42]=[CH:41][CH:40]=1)[C:35]([CH3:38])([CH3:37])[CH3:36])=[O:14])=[N+:10]=[N-:11].[C:45](OC(=O)C)(=[O:47])[CH3:46]. (3) Given the product [Br:1][C:2]1[C:3]([CH3:15])=[C:4]([C:8]([S:11]([CH3:14])(=[O:13])=[O:12])=[CH:9][CH:10]=1)[CH:5]=[O:18], predict the reactants needed to synthesize it. The reactants are: [Br:1][C:2]1[C:3]([CH3:15])=[C:4]([C:8]([S:11]([CH3:14])(=[O:13])=[O:12])=[CH:9][CH:10]=1)[CH:5]=NO.Cl.C=[O:18].O. (4) Given the product [Cl:13][C:2]1[C:7]([F:8])=[CH:6][CH:5]=[CH:4][C:3]=1[NH2:9], predict the reactants needed to synthesize it. The reactants are: Br[C:2]1[C:7]([F:8])=[CH:6][CH:5]=[CH:4][C:3]=1[N+:9]([O-])=O.[Sn](Cl)[Cl:13].C([O-])(O)=O.[Na+]. (5) The reactants are: O.O.O.O.O.O.O.O.O.O.O.O.P([O-])([O-])(O)=O.[Na+].[Na+].S([O-])([O-])=O.[Na+].[Na+].[O:26]=[C:27]1[CH2:35][C:34]2[C:29](=[CH:30][CH:31]=[C:32]([S:36](Cl)(=[O:38])=[O:37])[CH:33]=2)[NH:28]1.[Cl:40][C:41]1[CH:48]=[CH:47][CH:46]=[C:45]([Cl:49])[C:42]=1[CH2:43]Br. Given the product [Cl:40][C:41]1[CH:48]=[CH:47][CH:46]=[C:45]([Cl:49])[C:42]=1[CH2:43][S:36]([C:32]1[CH:33]=[C:34]2[C:29](=[CH:30][CH:31]=1)[NH:28][C:27](=[O:26])[CH2:35]2)(=[O:38])=[O:37], predict the reactants needed to synthesize it. (6) Given the product [O:13]=[C:3]1[C:4]2[C:9](=[CH:8][CH:7]=[CH:6][CH:5]=2)[C:10](=[O:12])[CH:11]=[C:2]1[NH:1][C:16](=[O:20])[C:17]1[CH:19]=[CH:5][C:4]([CH3:9])=[CH:3][CH:18]=1, predict the reactants needed to synthesize it. The reactants are: [NH2:1][C:2]1[C:3](=[O:13])[C:4]2[C:9]([C:10](=[O:12])[CH:11]=1)=[CH:8][CH:7]=[CH:6][CH:5]=2.[H-].[Na+].[C:16](Cl)(=[O:20])[CH:17]([CH3:19])[CH3:18].